Dataset: Reaction yield outcomes from USPTO patents with 853,638 reactions. Task: Predict the reaction yield, written as a fraction of the theoretical maximum amount of product (1.0 means a 100% yield; for example, 0.34 means a 34% yield). (1) The reactants are [N+:1]([C:4]1[C:8]2[CH:9]=[CH:10][CH:11]=[CH:12][C:7]=2[S:6][C:5]=1[S:13]([O-:16])(=[O:15])=[O:14])([O-:3])=[O:2].C(=O)([O-])[O-].[Ag+2:21].CCCCCC.C(OCC)(=O)C. The catalyst is C(#N)C.O. The product is [N+:1]([C:4]1[C:8]2[CH:9]=[CH:10][CH:11]=[CH:12][C:7]=2[S:6][C:5]=1[S:13]([O-:16])(=[O:14])=[O:15])([O-:3])=[O:2].[Ag+:21]. The yield is 0.982. (2) The reactants are [NH2:1][C:2]1[CH:3]=[CH:4][C:5]([N:26]2[CH2:31][CH2:30][O:29][CH2:28][CH2:27]2)=[C:6]([CH:25]=1)[C:7]([N:9]1[CH2:14][CH2:13][N:12]([C:15]2[CH:20]=[CH:19][C:18]([C:21](=[O:23])[CH3:22])=[CH:17][C:16]=2[F:24])[CH2:11][CH2:10]1)=[O:8].C(N(CC)CC)C.[CH3:39][S:40](Cl)(=[O:42])=[O:41]. The catalyst is O1CCOCC1.O. The product is [C:21]([C:18]1[CH:19]=[CH:20][C:15]([N:12]2[CH2:11][CH2:10][N:9]([C:7]([C:6]3[CH:25]=[C:2]([NH:1][S:40]([CH3:39])(=[O:42])=[O:41])[CH:3]=[CH:4][C:5]=3[N:26]3[CH2:27][CH2:28][O:29][CH2:30][CH2:31]3)=[O:8])[CH2:14][CH2:13]2)=[C:16]([F:24])[CH:17]=1)(=[O:23])[CH3:22]. The yield is 0.590. (3) The reactants are [NH2:1][C:2]1[CH:16]=[CH:15][C:5]([C:6]([NH:8][CH:9]2[CH2:13][CH2:12][N:11]([CH3:14])[CH2:10]2)=[O:7])=[CH:4][C:3]=1[O:17][CH3:18].CN(C)CCNC(=O)C1C=CC([N+]([O-])=O)=C(OC)C=1. No catalyst specified. The product is [NH2:1][C:2]1[CH:16]=[CH:15][C:5]([C:6]([NH:8][CH2:9][CH2:13][CH2:12][N:11]([CH3:14])[CH3:10])=[O:7])=[CH:4][C:3]=1[O:17][CH3:18]. The yield is 1.00. (4) The reactants are [C:1]([C:3]1[C:25](=[O:26])[C@@H:24]([CH3:27])[C@@H:6]2[CH2:7][CH2:8][C:9]3[CH:10]=[N:11][C:12]([C:15]4[CH:23]=[CH:22][C:18]([C:19]([OH:21])=O)=[CH:17][CH:16]=4)=[N:13][C:14]=3[C@@:5]2([C:28]2[CH:33]=[CH:32][CH:31]=[CH:30][CH:29]=2)[CH:4]=1)#[N:2].[CH3:34][NH:35][CH3:36].CO.CCN(C(C)C)C(C)C.F[P-](F)(F)(F)(F)F.CN([C+](N(C)C)N1C2C=CC=CC=2[N+]([O-])=N1)C. The catalyst is CC(N(C)C)=O.O. The product is [C:1]([C:3]1[C:25](=[O:26])[C@@H:24]([CH3:27])[C@@H:6]2[CH2:7][CH2:8][C:9]3[CH:10]=[N:11][C:12]([C:15]4[CH:16]=[CH:17][C:18]([C:19]([N:35]([CH3:36])[CH3:34])=[O:21])=[CH:22][CH:23]=4)=[N:13][C:14]=3[C@@:5]2([C:28]2[CH:33]=[CH:32][CH:31]=[CH:30][CH:29]=2)[CH:4]=1)#[N:2]. The yield is 0.450. (5) The reactants are Cl[SiH:2]1[N:6]([CH:7]([CH3:9])[CH3:8])[CH:5]=[CH:4][N:3]1[CH:10]([CH3:12])[CH3:11].[NH3:13]. The catalyst is CCCCCC. The product is [NH2:13][SiH:2]1[N:6]([CH:7]([CH3:9])[CH3:8])[CH:5]=[CH:4][N:3]1[CH:10]([CH3:12])[CH3:11]. The yield is 0.580. (6) The reactants are [CH3:1][C:2]1[CH:7]=[CH:6][CH:5]=[C:4]([CH3:8])[C:3]=1B(O)O.[NH2:12][C:13]1[N:14]=[C:15]([N:24]2[CH2:29][CH2:28][N:27]([C:30](=[O:40])[CH2:31][O:32][C:33]3[CH:38]=[CH:37][C:36]([Cl:39])=[CH:35][CH:34]=3)[CH2:26][CH2:25]2)[C:16]2[N:22]=[C:21](Cl)[CH:20]=[CH:19][C:17]=2[N:18]=1. No catalyst specified. The product is [NH2:12][C:13]1[N:14]=[C:15]([N:24]2[CH2:25][CH2:26][N:27]([C:30](=[O:40])[CH2:31][O:32][C:33]3[CH:38]=[CH:37][C:36]([Cl:39])=[CH:35][CH:34]=3)[CH2:28][CH2:29]2)[C:16]2[N:22]=[C:21]([C:3]3[C:2]([CH3:1])=[CH:7][CH:6]=[CH:5][C:4]=3[CH3:8])[CH:20]=[CH:19][C:17]=2[N:18]=1. The yield is 0.870. (7) The product is [CH3:9][C:10]1([CH3:22])[C:14]([CH3:15])([CH3:16])[O:13][B:12]([C:17]2[CH:21]=[N:20][N:19]([C:1]3([CH2:6][C:7]#[N:8])[CH2:5][CH2:4][CH2:3][CH2:2]3)[CH:18]=2)[O:11]1. The reactants are [C:1]1(=[CH:6][C:7]#[N:8])[CH2:5][CH2:4][CH2:3][CH2:2]1.[CH3:9][C:10]1([CH3:22])[C:14]([CH3:16])([CH3:15])[O:13][B:12]([C:17]2[CH:18]=[N:19][NH:20][CH:21]=2)[O:11]1.CCCCCCC=CCCC. The catalyst is C(#N)C. The yield is 0.173.